This data is from Forward reaction prediction with 1.9M reactions from USPTO patents (1976-2016). The task is: Predict the product of the given reaction. (1) Given the reactants FC(F)(F)S(O[Si:7]([CH3:10])([CH3:9])[CH3:8])(=O)=O.[Si:13]([O:30][CH:31]1[CH2:36][CH2:35][C:34](=[O:37])[CH2:33][CH2:32]1)([C:26]([CH3:29])([CH3:28])[CH3:27])([C:20]1[CH:25]=[CH:24][CH:23]=[CH:22][CH:21]=1)[C:14]1[CH:19]=[CH:18][CH:17]=[CH:16][CH:15]=1.C(N(CC)CC)C, predict the reaction product. The product is: [C:26]([Si:13]([C:20]1[CH:25]=[CH:24][CH:23]=[CH:22][CH:21]=1)([C:14]1[CH:15]=[CH:16][CH:17]=[CH:18][CH:19]=1)[O:30][CH:31]1[CH2:36][CH2:35][C:34]([O:37][Si:7]([CH3:10])([CH3:9])[CH3:8])=[CH:33][CH2:32]1)([CH3:29])([CH3:27])[CH3:28]. (2) Given the reactants C1(C(C2C=CC=CC=2)[N:8]2[CH2:11][CH:10]([NH2:12])[CH2:9]2)C=CC=CC=1.C(N(CC)CC)C.[CH3:26][S:27](Cl)(=[O:29])=[O:28], predict the reaction product. The product is: [NH:8]1[CH2:11][CH:10]([NH:12][S:27]([CH3:26])(=[O:29])=[O:28])[CH2:9]1. (3) Given the reactants [Cl:1][C:2]1[CH:10]=[CH:9][C:8]([CH3:11])=[CH:7][C:3]=1[C:4]([OH:6])=O.[CH3:12][C:13]1[N:18]=[CH:17][C:16]([C:19]2([CH2:25][NH2:26])[CH2:24][CH2:23][O:22][CH2:21][CH2:20]2)=[CH:15][CH:14]=1, predict the reaction product. The product is: [Cl:1][C:2]1[CH:10]=[CH:9][C:8]([CH3:11])=[CH:7][C:3]=1[C:4]([NH:26][CH2:25][C:19]1([C:16]2[CH:17]=[N:18][C:13]([CH3:12])=[CH:14][CH:15]=2)[CH2:20][CH2:21][O:22][CH2:23][CH2:24]1)=[O:6].